Dataset: Reaction yield outcomes from USPTO patents with 853,638 reactions. Task: Predict the reaction yield, written as a fraction of the theoretical maximum amount of product (1.0 means a 100% yield; for example, 0.34 means a 34% yield). The reactants are [CH3:1][O:2][C:3]1[CH:8]=[CH:7][C:6]([O:9][CH3:10])=[CH:5][C:4]=1[S:11](Cl)(=[O:13])=[O:12].[Cl:15][C:16]1[CH:28]=[N:27][C:19]2[NH:20][C:21]3[CH2:26][CH2:25][NH:24][CH2:23][C:22]=3[C:18]=2[CH:17]=1.O. The catalyst is N1C=CC=CC=1. The product is [Cl:15][C:16]1[CH:28]=[N:27][C:19]2[NH:20][C:21]3[CH2:26][CH2:25][N:24]([S:11]([C:4]4[CH:5]=[C:6]([O:9][CH3:10])[CH:7]=[CH:8][C:3]=4[O:2][CH3:1])(=[O:13])=[O:12])[CH2:23][C:22]=3[C:18]=2[CH:17]=1. The yield is 0.960.